From a dataset of Peptide-MHC class I binding affinity with 185,985 pairs from IEDB/IMGT. Regression. Given a peptide amino acid sequence and an MHC pseudo amino acid sequence, predict their binding affinity value. This is MHC class I binding data. (1) The peptide sequence is TEDDLLNEEL. The MHC is HLA-B40:01 with pseudo-sequence HLA-B40:01. The binding affinity (normalized) is 0.659. (2) The peptide sequence is VWMPSSPRPL. The MHC is HLA-A29:02 with pseudo-sequence HLA-A29:02. The binding affinity (normalized) is 0. (3) The peptide sequence is SSMNSDAAY. The MHC is HLA-B08:01 with pseudo-sequence HLA-B08:01. The binding affinity (normalized) is 0.0847. (4) The peptide sequence is KVFSFWLLCK. The MHC is H-2-Db with pseudo-sequence H-2-Db. The binding affinity (normalized) is 0.0692. (5) The peptide sequence is AIMVASDVCK. The MHC is HLA-A33:01 with pseudo-sequence HLA-A33:01. The binding affinity (normalized) is 0.240. (6) The peptide sequence is YTLYKKLSF. The MHC is HLA-A32:01 with pseudo-sequence HLA-A32:01. The binding affinity (normalized) is 0.513. (7) The peptide sequence is KMFNRASYF. The MHC is HLA-B45:06 with pseudo-sequence HLA-B45:06. The binding affinity (normalized) is 0.213.